Dataset: Full USPTO retrosynthesis dataset with 1.9M reactions from patents (1976-2016). Task: Predict the reactants needed to synthesize the given product. (1) Given the product [NH:7]1[C:8]2[C:4](=[CH:3][C:2]([O:1][CH2:13][CH2:14][N:15]3[CH2:20][CH2:19][O:18][CH2:17][CH2:16]3)=[CH:10][CH:9]=2)[CH:5]=[CH:6]1, predict the reactants needed to synthesize it. The reactants are: [OH:1][C:2]1[CH:3]=[C:4]2[C:8](=[CH:9][CH:10]=1)[NH:7][CH:6]=[CH:5]2.Cl.Cl[CH2:13][CH2:14][N:15]1[CH2:20][CH2:19][O:18][CH2:17][CH2:16]1.C(=O)([O-])[O-].[K+].[K+]. (2) The reactants are: C([O:4][CH2:5][C:6]([CH3:49])([CH3:48])[CH2:7][N:8]1[C:14]2[CH:15]=[CH:16][C:17]([Cl:19])=[CH:18][C:13]=2[C@@H:12]([C:20]2[CH:25]=[CH:24][CH:23]=[C:22]([O:26][CH3:27])[C:21]=2[O:28][CH3:29])[O:11][C@H:10]([CH2:30][C:31]([NH:33][C:34]2[CH:35]=[CH:36][C:37]3[O:41][C:40]([C:42]([O:44]C)=[O:43])=[CH:39][C:38]=3[CH:46]=2)=[O:32])[C:9]1=[O:47])(=O)C.[OH-].[Na+].C(O)C. Given the product [Cl:19][C:17]1[CH:16]=[CH:15][C:14]2[N:8]([CH2:7][C:6]([CH3:49])([CH3:48])[CH2:5][OH:4])[C:9](=[O:47])[C@@H:10]([CH2:30][C:31]([NH:33][C:34]3[CH:35]=[CH:36][C:37]4[O:41][C:40]([C:42]([OH:44])=[O:43])=[CH:39][C:38]=4[CH:46]=3)=[O:32])[O:11][C@H:12]([C:20]3[CH:25]=[CH:24][CH:23]=[C:22]([O:26][CH3:27])[C:21]=3[O:28][CH3:29])[C:13]=2[CH:18]=1, predict the reactants needed to synthesize it. (3) Given the product [Cl:11][C:12]1[CH:13]=[C:14]([C:27]2[CH:28]=[CH:29][C:30]([F:33])=[CH:31][CH:32]=2)[CH:15]=[C:16]([Cl:26])[C:17]=1[CH2:18][C@H:19]([CH2:23][CH2:22][NH:10][C@H:6]1[CH2:7][CH2:8][C:9]2[NH:1][N:2]=[CH:3][C:4]=2[CH2:5]1)[C:20]([OH:25])=[O:21], predict the reactants needed to synthesize it. The reactants are: [NH:1]1[C:9]2[CH2:8][CH2:7][C@H:6]([NH2:10])[CH2:5][C:4]=2[CH:3]=[N:2]1.[Cl:11][C:12]1[CH:13]=[C:14]([C:27]2[CH:32]=[CH:31][C:30]([F:33])=[CH:29][CH:28]=2)[CH:15]=[C:16]([Cl:26])[C:17]=1[CH2:18][C@@H:19]1[CH2:23][CH:22](O)[O:21][C:20]1=[O:25].C(O[BH-](OC(=O)C)OC(=O)C)(=O)C.[Na+].O. (4) Given the product [CH2:28]([N:29]1[C:30]2[CH:19]=[CH:20][C:4]([N+:1]([O-:3])=[O:2])=[CH:5][C:6]=2[O:11][CH:10]([CH2:12][C:13]([O:15][CH2:16][CH3:17])=[O:14])[C:31]1=[O:32])[CH3:21], predict the reactants needed to synthesize it. The reactants are: [N+:1]([C:4]1[CH:20]=[CH:19]C2NC(=O)[CH:10]([CH2:12][C:13]([O:15][CH2:16][CH3:17])=[O:14])[O:11][C:6]=2[CH:5]=1)([O-:3])=[O:2].[C:21](=O)([O-])[O-].[K+].[K+].O.[CH3:28][N:29]([CH:31]=[O:32])[CH3:30]. (5) The reactants are: [Br:1][C:2]1[CH:7]=[CH:6][C:5]([C:8]2[N:9]=[C:10]([NH:13][CH:14]([C:17]([F:20])([F:19])[F:18])[CH2:15][OH:16])[S:11][CH:12]=2)=[CH:4][CH:3]=1.C(N(CC)CC)C.Cl[C:29](Cl)([O:31]C(=O)OC(Cl)(Cl)Cl)Cl.C(=O)(O)[O-].[Na+]. Given the product [Br:1][C:2]1[CH:7]=[CH:6][C:5]([C:8]2[N:9]=[C:10]([N:13]3[CH:14]([C:17]([F:18])([F:20])[F:19])[CH2:15][O:16][C:29]3=[O:31])[S:11][CH:12]=2)=[CH:4][CH:3]=1, predict the reactants needed to synthesize it. (6) Given the product [Cl:18][C:19]1[CH:26]=[C:25]([Cl:27])[CH:24]=[CH:23][C:20]=1[CH2:21][NH:1][C:2]1[CH:3]=[CH:4][C:5]([C:8]([OH:17])([C:9]([F:10])([F:11])[F:12])[C:13]([F:14])([F:15])[F:16])=[CH:6][CH:7]=1, predict the reactants needed to synthesize it. The reactants are: [NH2:1][C:2]1[CH:7]=[CH:6][C:5]([C:8]([OH:17])([C:13]([F:16])([F:15])[F:14])[C:9]([F:12])([F:11])[F:10])=[CH:4][CH:3]=1.[Cl:18][C:19]1[CH:26]=[C:25]([Cl:27])[CH:24]=[CH:23][C:20]=1[CH:21]=O.C(O)(=O)C.C([BH3-])#N.[Na+]. (7) Given the product [CH3:25][N:26]1[CH2:30][CH2:29][N:28]([C:2]2[CH:7]=[C:6]([N:28]3[CH2:29][CH2:30][N:26]([CH3:25])[C:27]3=[O:31])[CH:5]=[CH:4][C:3]=2[C:9]([N:11]2[CH2:16][CH2:15][N:14]([C:17]3[C:22]([CH3:23])=[CH:21][C:20]([CH3:24])=[CH:19][N:18]=3)[CH2:13][CH2:12]2)=[O:10])[C:27]1=[O:31], predict the reactants needed to synthesize it. The reactants are: Br[C:2]1[CH:7]=[C:6](Br)[CH:5]=[CH:4][C:3]=1[C:9]([N:11]1[CH2:16][CH2:15][N:14]([C:17]2[C:22]([CH3:23])=[CH:21][C:20]([CH3:24])=[CH:19][N:18]=2)[CH2:13][CH2:12]1)=[O:10].[CH3:25][N:26]1[CH2:30][CH2:29][NH:28][C:27]1=[O:31]. (8) Given the product [CH2:1]([O:8][C:9]1[C:13]([O:14][CH2:15][C:16]2[CH:21]=[CH:20][CH:19]=[CH:18][CH:17]=2)=[C:12]([C:22](=[O:26])[N:23]([CH3:25])[CH3:24])[N:11]([C:27]2[CH:32]=[CH:31][C:30]([O:33][CH2:43][CH2:42][CH2:41][S:40][CH3:39])=[CH:29][CH:28]=2)[C:10]=1[C:34]([O:36][CH2:37][CH3:38])=[O:35])[C:2]1[CH:7]=[CH:6][CH:5]=[CH:4][CH:3]=1, predict the reactants needed to synthesize it. The reactants are: [CH2:1]([O:8][C:9]1[C:13]([O:14][CH2:15][C:16]2[CH:21]=[CH:20][CH:19]=[CH:18][CH:17]=2)=[C:12]([C:22](=[O:26])[N:23]([CH3:25])[CH3:24])[N:11]([C:27]2[CH:32]=[CH:31][C:30]([OH:33])=[CH:29][CH:28]=2)[C:10]=1[C:34]([O:36][CH2:37][CH3:38])=[O:35])[C:2]1[CH:7]=[CH:6][CH:5]=[CH:4][CH:3]=1.[CH3:39][S:40][CH2:41][CH2:42][CH2:43]O.C1(P(C2C=CC=CC=2)C2C=CC=CC=2)C=CC=CC=1.CC(OC(/N=N/C(OC(C)C)=O)=O)C. (9) Given the product [Cl:14][C:10]1[CH:9]=[C:8]([NH:7][C:5]([C:4]2[CH:15]=[CH:16][C:17]3[N:18]=[C:22]([C:21]4[C:24]([CH3:28])=[CH:25][CH:26]=[CH:27][C:20]=4[CH3:19])[NH:1][C:2]=3[CH:3]=2)=[O:6])[CH:13]=[CH:12][CH:11]=1, predict the reactants needed to synthesize it. The reactants are: [NH2:1][C:2]1[CH:3]=[C:4]([CH:15]=[CH:16][C:17]=1[NH2:18])[C:5]([NH:7][C:8]1[CH:13]=[CH:12][CH:11]=[C:10]([Cl:14])[CH:9]=1)=[O:6].[CH3:19][C:20]1[CH:27]=[CH:26][CH:25]=[C:24]([CH3:28])[C:21]=1[CH:22]=O.